This data is from Catalyst prediction with 721,799 reactions and 888 catalyst types from USPTO. The task is: Predict which catalyst facilitates the given reaction. (1) Reactant: [CH:1]1([N:5]2[CH2:11][C:10]([F:13])([F:12])[C:9](=[O:14])[N:8]([CH3:15])[C:7]3[CH:16]=[N:17][C:18]([NH:20][C:21]4[CH:29]=[CH:28][C:24]([C:25](O)=[O:26])=[CH:23][C:22]=4[O:30][CH3:31])=[N:19][C:6]2=3)[CH2:4][CH2:3][CH2:2]1.C(N(CC)CC)C.F[P-](F)(F)(F)(F)F.CN(C(N(C)C)=[N+]1C2C(=NC=CC=2)[N+]([O-])=N1)C.[CH3:63][C:64]([O:67][C:68]([N:70]1[CH2:75][CH2:74][CH:73]([NH2:76])[CH2:72][CH2:71]1)=[O:69])([CH3:66])[CH3:65]. Product: [C:64]([O:67][C:68]([N:70]1[CH2:75][CH2:74][CH:73]([NH:76][C:25](=[O:26])[C:24]2[CH:28]=[CH:29][C:21]([NH:20][C:18]3[N:17]=[CH:16][C:7]4[N:8]([CH3:15])[C:9](=[O:14])[C:10]([F:12])([F:13])[CH2:11][N:5]([CH:1]5[CH2:4][CH2:3][CH2:2]5)[C:6]=4[N:19]=3)=[C:22]([O:30][CH3:31])[CH:23]=2)[CH2:72][CH2:71]1)=[O:69])([CH3:63])([CH3:65])[CH3:66]. The catalyst class is: 120. (2) Reactant: O.[C:2]([OH:6])(=[O:5])[CH:3]=O.[NH:7]1[CH2:12][CH2:11][CH2:10][CH2:9][CH2:8]1.[S:13]1[CH:17]=[CH:16][C:15](B(O)O)=[CH:14]1. Product: [N:7]1([CH:3]([C:15]2[CH:16]=[CH:17][S:13][CH:14]=2)[C:2]([OH:6])=[O:5])[CH2:12][CH2:11][CH2:10][CH2:9][CH2:8]1. The catalyst class is: 2. (3) Reactant: Br[CH2:2][C:3]([C@H:5]1[N:8]([Si:9]([C:12]([CH3:15])([CH3:14])[CH3:13])([CH3:11])[CH3:10])[C:7](=[O:16])[C@@H:6]1[CH3:17])=O.[C:18]([C:22]1[CH:23]=[CH:24][C:25]([NH2:28])=[N:26][CH:27]=1)([CH3:21])([CH3:20])[CH3:19]. Product: [C:18]([C:22]1[CH:23]=[CH:24][C:25]2[N:26]([CH:2]=[C:3]([C@H:5]3[N:8]([Si:9]([C:12]([CH3:15])([CH3:14])[CH3:13])([CH3:11])[CH3:10])[C:7](=[O:16])[C@@H:6]3[CH3:17])[N:28]=2)[CH:27]=1)([CH3:21])([CH3:19])[CH3:20]. The catalyst class is: 10. (4) Reactant: [F:1][C:2]1[CH:7]=[C:6]([CH2:8][NH:9][C@:10]23[CH2:45][CH2:44][C@@H:43]([C:46]([CH3:48])=[CH2:47])[C@@H:11]2[C@@H:12]2[C@@:25]([CH3:28])([CH2:26][CH2:27]3)[C@@:24]3([CH3:29])[C@@H:15]([C@:16]4([CH3:42])[C@@H:21]([CH2:22][CH2:23]3)[C:20]([CH3:31])([CH3:30])[C:19]([C:32]3[CH:41]=[CH:40][C:35]([C:36]([O:38]C)=[O:37])=[CH:34][CH:33]=3)=[CH:18][CH2:17]4)[CH2:14][CH2:13]2)[CH:5]=[CH:4][N:3]=1.[C:49]([OH:55])([C:51]([F:54])([F:53])[F:52])=[O:50].O[Li].O. Product: [F:1][C:2]1[CH:7]=[C:6]([CH2:8][NH:9][C@:10]23[CH2:45][CH2:44][C@@H:43]([C:46]([CH3:48])=[CH2:47])[C@@H:11]2[C@@H:12]2[C@@:25]([CH3:28])([CH2:26][CH2:27]3)[C@@:24]3([CH3:29])[C@@H:15]([C@:16]4([CH3:42])[C@@H:21]([CH2:22][CH2:23]3)[C:20]([CH3:31])([CH3:30])[C:19]([C:32]3[CH:41]=[CH:40][C:35]([C:36]([OH:38])=[O:37])=[CH:34][CH:33]=3)=[CH:18][CH2:17]4)[CH2:14][CH2:13]2)[CH:5]=[CH:4][N:3]=1.[C:49]([OH:55])([C:51]([F:54])([F:53])[F:52])=[O:50]. The catalyst class is: 1. (5) Reactant: [C:1]([O:5][C:6](=[O:22])[NH:7][C@H:8]([CH2:12][C:13]1[C:21]2[C:16](=[CH:17][CH:18]=[CH:19][CH:20]=2)[NH:15][CH:14]=1)[C:9](=[O:11])[CH3:10])([CH3:4])([CH3:3])[CH3:2].[BH4-].[Li+]. Product: [C:1]([O:5][C:6](=[O:22])[NH:7][C@H:8]([CH2:12][C:13]1[C:21]2[C:16](=[CH:17][CH:18]=[CH:19][CH:20]=2)[NH:15][CH:14]=1)[CH:9]([OH:11])[CH3:10])([CH3:2])([CH3:3])[CH3:4]. The catalyst class is: 1. (6) Reactant: [C:1]1([C@@H:7]2[CH2:11][N:10]([CH:12]3[CH2:17][CH2:16][O:15][CH2:14][CH2:13]3)[C:9](=[O:18])[N:8]2[CH:19]2[CH2:24][CH2:23][NH:22][CH2:21][CH2:20]2)[CH:6]=[CH:5][CH:4]=[CH:3][CH:2]=1.CCN(C(C)C)C(C)C.[CH3:34][O:35][C:36](=[O:52])[C:37]1[CH:42]=[CH:41][C:40]([S:43][C:44]2[CH:49]=[CH:48][C:47]([CH2:50]Br)=[CH:46][N:45]=2)=[CH:39][CH:38]=1. Product: [CH3:34][O:35][C:36](=[O:52])[C:37]1[CH:42]=[CH:41][C:40]([S:43][C:44]2[CH:49]=[CH:48][C:47]([CH2:50][N:22]3[CH2:23][CH2:24][CH:19]([N:8]4[C@H:7]([C:1]5[CH:2]=[CH:3][CH:4]=[CH:5][CH:6]=5)[CH2:11][N:10]([CH:12]5[CH2:13][CH2:14][O:15][CH2:16][CH2:17]5)[C:9]4=[O:18])[CH2:20][CH2:21]3)=[CH:46][N:45]=2)=[CH:39][CH:38]=1. The catalyst class is: 10. (7) Reactant: [Cl:1][C:2]1[CH:7]=[CH:6][C:5]([CH:8]2[C:14]3[CH:15]=[CH:16][CH:17]=[CH:18][C:13]=3[NH:12][C:11](=[O:19])[CH2:10][CH2:9]2)=[CH:4][CH:3]=1.BrBr. The catalyst class is: 53. Product: [Cl:1][C:2]1[CH:3]=[CH:4][C:5]([C:8]2[C:14]3[CH:15]=[CH:16][CH:17]=[CH:18][C:13]=3[NH:12][C:11](=[O:19])[CH2:10][CH:9]=2)=[CH:6][CH:7]=1. (8) Reactant: [NH2:1][C:2]1[CH:7]=[CH:6][C:5]([Cl:8])=[CH:4][C:3]=1[C:9]1[CH:10]=[C:11]([CH:25]=[CH:26][N:27]=1)[C:12]([NH:14][C@@H:15]1[C:24]2[C:19](=[CH:20][CH:21]=[CH:22][CH:23]=2)[CH2:18][CH2:17][CH2:16]1)=[O:13].[CH3:28][C:29]([CH3:58])([O:31][C:32](=[O:57])[CH2:33][CH2:34][O:35][CH2:36][CH2:37][O:38][CH2:39][CH2:40][O:41][CH2:42][CH2:43][O:44][CH2:45][CH2:46][CH2:47][C:48]1[CH:49]=[C:50]([CH:54]=[CH:55][CH:56]=1)[C:51](O)=[O:52])[CH3:30].CCN(C(C)C)C(C)C.CN(C(ON1N=NC2C=CC=NC1=2)=[N+](C)C)C.F[P-](F)(F)(F)(F)F. Product: [Cl:8][C:5]1[CH:6]=[CH:7][C:2]([NH:1][C:51]([C:50]2[CH:49]=[C:48]([CH2:47][CH2:46][CH2:45][O:44][CH2:43][CH2:42][O:41][CH2:40][CH2:39][O:38][CH2:37][CH2:36][O:35][CH2:34][CH2:33][C:32]([O:31][C:29]([CH3:58])([CH3:30])[CH3:28])=[O:57])[CH:56]=[CH:55][CH:54]=2)=[O:52])=[C:3]([C:9]2[CH:10]=[C:11]([C:12](=[O:13])[NH:14][C@@H:15]3[C:24]4[C:19](=[CH:20][CH:21]=[CH:22][CH:23]=4)[CH2:18][CH2:17][CH2:16]3)[CH:25]=[CH:26][N:27]=2)[CH:4]=1. The catalyst class is: 241.